From a dataset of Full USPTO retrosynthesis dataset with 1.9M reactions from patents (1976-2016). Predict the reactants needed to synthesize the given product. (1) Given the product [F:39][C:35]1[CH:34]=[C:33]2[C:38](=[CH:37][CH:36]=1)[N:30]([NH:29][C:15]([C:11]1[C:12]([CH3:14])=[N:13][C:8]([C:4]3[CH:5]=[CH:6][CH:7]=[C:2]([F:1])[CH:3]=3)=[N:9][CH:10]=1)=[O:17])[CH:31]=[C:32]2[CH2:40][C:41]([OH:43])([CH3:42])[CH3:44], predict the reactants needed to synthesize it. The reactants are: [F:1][C:2]1[CH:3]=[C:4]([C:8]2[N:13]=[C:12]([CH3:14])[C:11]([C:15]([OH:17])=O)=[CH:10][N:9]=2)[CH:5]=[CH:6][CH:7]=1.CN(C=O)C.ClC(C(Cl)=O)=O.[NH2:29][N:30]1[C:38]2[C:33](=[CH:34][C:35]([F:39])=[CH:36][CH:37]=2)[C:32]([CH2:40][C:41]([CH3:44])([OH:43])[CH3:42])=[CH:31]1. (2) Given the product [CH3:1][C:2]1([CH3:13])[C@H:7]2[CH2:8][C@@H:3]1[CH2:4][CH2:5][C@H:6]2[CH2:9][C:10]([NH:14][N:15]1[C:20](=[O:21])[C:19]2[CH:22]=[CH:23][S:24][C:18]=2[N:17]=[C:16]1[CH2:25][CH3:26])=[O:11], predict the reactants needed to synthesize it. The reactants are: [CH3:1][C:2]1([CH3:13])[C@H:7]2[CH2:8][C@@H:3]1[CH2:4][CH2:5][C@H:6]2[CH2:9][C:10](Cl)=[O:11].[NH2:14][N:15]1[C:20](=[O:21])[C:19]2[CH:22]=[CH:23][S:24][C:18]=2[N:17]=[C:16]1[CH2:25][CH3:26]. (3) Given the product [NH:22]1[CH:19]=[C:12]([CH2:11][CH2:10][C:7]2[CH:6]=[CH:5][C:4]([C:3]([OH:2])=[O:18])=[CH:9][CH:8]=2)[N:13]=[CH:17]1, predict the reactants needed to synthesize it. The reactants are: C[O:2][C:3](=[O:18])[C:4]1[CH:9]=[CH:8][C:7](/[CH:10]=[CH:11]/[C:12]2[N:13]([CH3:17])C=CN=2)=[CH:6][CH:5]=1.[CH:19]([O-])=O.[NH4+:22]. (4) Given the product [Cl:1][C:2]1[N:7]=[CH:6][N:5]=[C:4]([C:8]([C:10]2[CH:20]=[C:19]([CH2:21][N:31]3[CH:32]=[CH:41][CH:37]=[N:30]3)[C:13]3[N:14]([CH3:18])[C:15](=[O:17])[O:16][C:12]=3[CH:11]=2)=[O:9])[CH:3]=1, predict the reactants needed to synthesize it. The reactants are: [Cl:1][C:2]1[N:7]=[CH:6][N:5]=[C:4]([C:8]([C:10]2[CH:20]=[C:19]([CH3:21])[C:13]3[N:14]([CH3:18])[C:15](=[O:17])[O:16][C:12]=3[CH:11]=2)=[O:9])[CH:3]=1.BrN1C(=O)CCC1=O.[N:30]([C:37]([CH3:41])(C)C#N)=[N:31][C:32](C)(C)C#N.N1C=CC=N1.CCN(C(C)C)C(C)C. (5) Given the product [Br:1][CH2:2][CH2:3][CH2:4][C:5]([O:7][C:17]([CH3:20])([CH3:19])[CH3:18])=[O:6], predict the reactants needed to synthesize it. The reactants are: [Br:1][CH2:2][CH2:3][CH2:4][C:5]([OH:7])=[O:6].BrCCCCCC(O[C:17]([CH3:20])([CH3:19])[CH3:18])=O. (6) The reactants are: [O:1]1[C:10]2[C:5](=[CH:6][CH:7]=[CH:8][CH:9]=2)[C@H:4]([NH:11][C:12]([C@@H:14]2[CH2:19][N:18]3[CH2:20][C@H:21]([O:23][CH2:24][CH2:25][O:26][CH2:27][CH3:28])[CH2:22][C@@H:17]3[CH2:16][N:15]2C(OC(C)(C)C)=O)=[O:13])[CH2:3][CH2:2]1.Cl.COC1CCCC1.[C:44]([O:48][C:49]([NH:51][C@@H:52]([CH:56]1[CH2:61][CH2:60][CH2:59][CH2:58][CH2:57]1)[C:53](O)=[O:54])=[O:50])([CH3:47])([CH3:46])[CH3:45].Cl.C(N=C=NCCCN(C)C)C.ON1C2C=CC=CC=2N=N1.C(N(CC)C(C)C)(C)C. Given the product [C:44]([O:48][C:49](=[O:50])[NH:51][C@@H:52]([CH:56]1[CH2:57][CH2:58][CH2:59][CH2:60][CH2:61]1)[C:53]([N:15]1[C@H:14]([C:12](=[O:13])[NH:11][C@H:4]2[C:5]3[C:10](=[CH:9][CH:8]=[CH:7][CH:6]=3)[O:1][CH2:2][CH2:3]2)[CH2:19][N:18]2[CH2:20][C@H:21]([O:23][CH2:24][CH2:25][O:26][CH2:27][CH3:28])[CH2:22][C@@H:17]2[CH2:16]1)=[O:54])([CH3:47])([CH3:45])[CH3:46], predict the reactants needed to synthesize it. (7) The reactants are: [C:1]([C:3]1[CH:11]=[CH:10][CH:9]=[C:8]2[C:4]=1[CH:5]=[CH:6][NH:7]2)#[N:2].C([O-])([O-])=O.[Cs+].[Cs+].Br[CH2:19][CH2:20][C:21]([O:23][CH2:24][CH3:25])=[O:22]. Given the product [C:1]([C:3]1[CH:11]=[CH:10][CH:9]=[C:8]2[C:4]=1[CH:5]=[CH:6][N:7]2[CH2:19][CH2:20][C:21]([O:23][CH2:24][CH3:25])=[O:22])#[N:2], predict the reactants needed to synthesize it. (8) Given the product [CH:1]1([N:6]2[C@H:24]([C:27]3[CH:32]=[CH:31][CH:30]=[CH:29][CH:33]=3)[CH:11]=[CH:10][CH2:9][C@@H:8]([N:12]3[C:20](=[O:21])[C:15]4[C:14](=[CH:19][CH:18]=[CH:17][CH:16]=4)[C:13]3=[O:22])[C:7]2=[O:23])[CH2:5][CH2:4][CH2:3][CH2:2]1.[CH:1]1([N:6]2[C@H:39]([C:33]3[CH:38]=[CH:37][CH:36]=[CH:35][CH:34]=3)[CH:11]=[CH:10][CH2:9][C@H:8]([N:12]3[C:20](=[O:21])[C:19]4[C:14](=[CH:15][CH:16]=[CH:17][CH:18]=4)[C:13]3=[O:22])[C:7]2=[O:23])[CH2:5][CH2:4][CH2:3][CH2:2]1, predict the reactants needed to synthesize it. The reactants are: [CH:1]1([N:6]([C@H:24]([C:27]2[CH:32]=[CH:31][CH:30]=[CH:29]C=2)C=C)[C:7](=[O:23])[CH:8]([N:12]2[C:20](=[O:21])[C:19]3[C:14](=[CH:15][CH:16]=[CH:17][CH:18]=3)[C:13]2=[O:22])[CH2:9][CH:10]=[CH2:11])[CH2:5][CH2:4][CH2:3][CH2:2]1.[C:33]1([CH3:39])[CH:38]=[CH:37][CH:36]=[CH:35][CH:34]=1. (9) Given the product [F:1][C:2]([F:15])([F:14])[S:3]([O:6][C:19]1[CH:18]=[C:17]([OH:16])[C:30]2[C:29](=[O:31])[C:28]3[C:23]([O:22][C:21]=2[CH:20]=1)=[C:24]([O:32][CH3:33])[CH:25]=[CH:26][CH:27]=3)(=[O:5])=[O:4], predict the reactants needed to synthesize it. The reactants are: [F:1][C:2]([F:15])([F:14])[S:3]([O:6]S(C(F)(F)F)(=O)=O)(=[O:5])=[O:4].[OH:16][C:17]1[C:30]2[C:29](=[O:31])[C:28]3[C:23](=[C:24]([O:32][CH3:33])[CH:25]=[CH:26][CH:27]=3)[O:22][C:21]=2[CH:20]=[C:19](O)[CH:18]=1.N1C=CC=CC=1.